From a dataset of Full USPTO retrosynthesis dataset with 1.9M reactions from patents (1976-2016). Predict the reactants needed to synthesize the given product. (1) Given the product [NH2:45][C:44]1[C:38]2[C:37](=[CH:42][CH:41]=[CH:40][C:39]=2[F:43])[C@@:29]([C:7]2[CH:8]=[C:9]([CH3:21])[C:10](=[O:13])[NH:11][CH:12]=2)([C:25]2[CH:26]=[CH:27][CH:28]=[C:23]([Br:22])[CH:24]=2)[N:30]=1, predict the reactants needed to synthesize it. The reactants are: C([Li])CCC.Br[C:7]1[CH:8]=[C:9]([CH3:21])[C:10]([O:13][Si](C(C)(C)C)(C)C)=[N:11][CH:12]=1.[Br:22][C:23]1[CH:24]=[C:25]([C:29]([C:37]2[CH:42]=[CH:41][CH:40]=[C:39]([F:43])[C:38]=2[C:44]#[N:45])=[N:30][S@](C(C)(C)C)=O)[CH:26]=[CH:27][CH:28]=1.Cl.[OH-].[Na+]. (2) Given the product [Cl:1][C:2]1[CH:3]=[C:4]([CH:14]=[C:15]([OH:17])[CH:16]=1)[C:5]([N:7]([CH:8]([CH3:9])[CH3:10])[CH:11]([CH3:12])[CH3:13])=[O:6], predict the reactants needed to synthesize it. The reactants are: [Cl:1][C:2]1[CH:3]=[C:4]([CH:14]=[C:15]([O:17]C)[CH:16]=1)[C:5]([N:7]([CH:11]([CH3:13])[CH3:12])[CH:8]([CH3:10])[CH3:9])=[O:6].B(Br)(Br)Br.CO. (3) Given the product [OH:23][C:22]1[CH:24]=[CH:25][CH:26]=[CH:27][C:21]=1[C:20]([NH:1][CH2:2][CH2:3][NH:4][C:5](=[O:14])[O:6][CH2:7][C:8]1[CH:9]=[CH:10][CH:11]=[CH:12][CH:13]=1)=[O:28], predict the reactants needed to synthesize it. The reactants are: [NH2:1][CH2:2][CH2:3][NH:4][C:5](=[O:14])[O:6][CH2:7][C:8]1[CH:13]=[CH:12][CH:11]=[CH:10][CH:9]=1.N1C=CN=C1.[C:20](O)(=[O:28])[C:21]1[C:22](=[CH:24][CH:25]=[CH:26][CH:27]=1)[OH:23].C1CCC(N=C=NC2CCCCC2)CC1. (4) Given the product [CH:18]([NH-:17])([CH3:20])[CH3:19].[OH:8][C:9]1[CH:10]=[C:11]2[C:28](=[CH:29][CH:30]=1)[CH:21]([C:22]1[CH:23]=[CH:24][CH:25]=[CH:26][CH:27]=1)[CH:14]([C:15]([O-:33])=[O:16])[C:12]2=[O:13], predict the reactants needed to synthesize it. The reactants are: C([O:8][C:9]1[CH:10]=[C:11]([CH:28]=[CH:29][CH:30]=1)[C:12]([C:14](=[CH:21][C:22]1[CH:27]=[CH:26][CH:25]=[CH:24][CH:23]=1)[C:15]([NH:17][CH:18]([CH3:20])[CH3:19])=[O:16])=[O:13])C1C=CC=CC=1.CS(O)(=O)=[O:33].C(=O)(O)[O-].[Na+].